Dataset: Full USPTO retrosynthesis dataset with 1.9M reactions from patents (1976-2016). Task: Predict the reactants needed to synthesize the given product. (1) Given the product [C:12]1([N:9]2[C:5]3=[N:6][CH:7]=[N:8][C:3]([NH:1][N:2]=[CH:28][C:21]4[C:22]5[C:27](=[CH:26][CH:25]=[CH:24][CH:23]=5)[N:18]=[CH:19][CH:20]=4)=[C:4]3[CH:11]=[N:10]2)[CH:17]=[CH:16][CH:15]=[CH:14][CH:13]=1, predict the reactants needed to synthesize it. The reactants are: [NH:1]([C:3]1[N:8]=[CH:7][N:6]=[C:5]2[N:9]([C:12]3[CH:17]=[CH:16][CH:15]=[CH:14][CH:13]=3)[N:10]=[CH:11][C:4]=12)[NH2:2].[N:18]1[C:27]2[C:22](=[CH:23][CH:24]=[CH:25][CH:26]=2)[C:21]([CH:28]=O)=[CH:20][CH:19]=1. (2) Given the product [C:1]([Si:5]([CH3:24])([CH3:23])[O:6][C:7]1[CH:16]=[C:15]2[C:10]([C:11]([CH:18]3[CH2:22][CH2:21][CH2:20][CH2:19]3)=[CH:12][CH:13]([OH:17])[O:14]2)=[CH:9][CH:8]=1)([CH3:4])([CH3:3])[CH3:2], predict the reactants needed to synthesize it. The reactants are: [C:1]([Si:5]([CH3:24])([CH3:23])[O:6][C:7]1[CH:16]=[C:15]2[C:10]([C:11]([CH:18]3[CH2:22][CH2:21][CH2:20][CH2:19]3)=[CH:12][C:13](=[O:17])[O:14]2)=[CH:9][CH:8]=1)([CH3:4])([CH3:3])[CH3:2].CC(C[AlH]CC(C)C)C. (3) Given the product [CH:9]1([N:8]2[C:4]([CH:1]3[CH2:3][CH2:2]3)=[N:5][N:6]=[C:7]2[C:12]([C:14]2[S:15][C:16]([C:19]([F:21])([F:20])[F:22])=[C:17]([CH:37]=[O:38])[CH:18]=2)([CH3:23])[CH3:13])[CH2:10][CH2:11]1, predict the reactants needed to synthesize it. The reactants are: [CH:1]1([C:4]2[N:8]([CH:9]3[CH2:11][CH2:10]3)[C:7]([C:12]([CH3:23])([C:14]3[S:15][C:16]([C:19]([F:22])([F:21])[F:20])=[CH:17][CH:18]=3)[CH3:13])=[N:6][N:5]=2)[CH2:3][CH2:2]1.CCCCC.C([Li])(C)(C)C.CN([CH:37]=[O:38])C. (4) Given the product [CH3:1][C:2]1[S:6][C:5](/[CH:7]=[CH:10]/[C:11]([OH:13])=[O:12])=[CH:4][CH:3]=1, predict the reactants needed to synthesize it. The reactants are: [CH3:1][C:2]1[S:6][C:5]([CH:7]=O)=[CH:4][CH:3]=1.C(O)(=O)[CH2:10][C:11]([OH:13])=[O:12].N1C=CC=CC=1.N1CCCCC1. (5) Given the product [C:18]([O:22][C:23]([NH:25][C@H:26]([C:33]([N:4]1[CH2:5][CH2:6][CH2:7][C@H:8]1[CH3:9])=[O:35])[CH2:27][C:28]1[N:29]=[CH:30][S:31][CH:32]=1)=[O:24])([CH3:19])([CH3:20])[CH3:21], predict the reactants needed to synthesize it. The reactants are: ON1[C:6]2[CH:7]=[CH:8][CH:9]=C[C:5]=2[N:4]=N1.C(N(CC)CC)C.[C:18]([O:22][C:23]([NH:25][C@H:26]([C:33]([OH:35])=O)[CH2:27][C:28]1[N:29]=[CH:30][S:31][CH:32]=1)=[O:24])([CH3:21])([CH3:20])[CH3:19].